Predict which catalyst facilitates the given reaction. From a dataset of Catalyst prediction with 721,799 reactions and 888 catalyst types from USPTO. Reactant: [CH2:1]([O:3][C:4](=[O:39])[CH2:5][CH2:6][CH2:7][O:8][C:9]1[CH:14]=[CH:13][CH:12]=[C:11]([CH2:15][CH2:16][CH2:17][CH2:18][CH2:19][CH2:20][O:21][C:22]2[CH:27]=[C:26]([O:28][CH2:29][CH3:30])[CH:25]=[C:24](Br)[CH:23]=2)[C:10]=1[CH2:32][CH2:33][C:34]([O:36][CH2:37][CH3:38])=[O:35])[CH3:2].[NH:40]1[C:48]2[C:43](=[CH:44][CH:45]=[C:46](B(O)O)[CH:47]=2)[CH2:42][CH2:41]1.C(=O)([O-])[O-].[Cs+].[Cs+]. Product: [CH2:1]([O:3][C:4](=[O:39])[CH2:5][CH2:6][CH2:7][O:8][C:9]1[CH:14]=[CH:13][CH:12]=[C:11]([CH2:15][CH2:16][CH2:17][CH2:18][CH2:19][CH2:20][O:21][C:22]2[CH:23]=[C:24]([C:46]3[CH:47]=[C:48]4[C:43]([CH:42]=[CH:41][NH:40]4)=[CH:44][CH:45]=3)[CH:25]=[C:26]([O:28][CH2:29][CH3:30])[CH:27]=2)[C:10]=1[CH2:32][CH2:33][C:34]([O:36][CH2:37][CH3:38])=[O:35])[CH3:2]. The catalyst class is: 140.